Dataset: Reaction yield outcomes from USPTO patents with 853,638 reactions. Task: Predict the reaction yield, written as a fraction of the theoretical maximum amount of product (1.0 means a 100% yield; for example, 0.34 means a 34% yield). (1) The reactants are [CH2:1]([O:3][C:4]1([C:7]2[CH:12]=[CH:11][C:10]([C:13]#[C:14][C:15]3[CH:20]=[CH:19][C:18]([CH2:21][C:22]([O:24]C)=[O:23])=[CH:17][CH:16]=3)=[CH:9][C:8]=2[C:26]([CH3:29])([CH3:28])[CH3:27])[CH2:6][CH2:5]1)[CH3:2].[OH-].[Na+].O.CC#N. The catalyst is C(O)C.O1CCCC1. The product is [CH2:1]([O:3][C:4]1([C:7]2[CH:12]=[CH:11][C:10]([C:13]#[C:14][C:15]3[CH:16]=[CH:17][C:18]([CH2:21][C:22]([OH:24])=[O:23])=[CH:19][CH:20]=3)=[CH:9][C:8]=2[C:26]([CH3:27])([CH3:29])[CH3:28])[CH2:6][CH2:5]1)[CH3:2]. The yield is 0.730. (2) The yield is 0.740. The product is [ClH:28].[Cl:28][C:29]1[CH:34]=[C:33]([C:2]2[CH:3]=[C:4]3[C:9](=[CH:10][CH:11]=2)[N:8]=[CH:7][C:6]([C:12](=[O:14])[CH3:13])=[C:5]3[NH:15][C:16]2[CH:17]=[N:18][C:19]([O:22][CH2:23][CH2:24][N:25]([CH3:27])[CH3:26])=[CH:20][CH:21]=2)[CH:32]=[C:31]([Cl:44])[C:30]=1[OH:45]. The catalyst is ClCCl.CO. The reactants are Br[C:2]1[CH:3]=[C:4]2[C:9](=[CH:10][CH:11]=1)[N:8]=[CH:7][C:6]([C:12](=[O:14])[CH3:13])=[C:5]2[NH:15][C:16]1[CH:17]=[N:18][C:19]([O:22][CH2:23][CH2:24][N:25]([CH3:27])[CH3:26])=[CH:20][CH:21]=1.[Cl:28][C:29]1[CH:34]=[C:33](B2OC(C)(C)C(C)(C)O2)[CH:32]=[C:31]([Cl:44])[C:30]=1[OH:45].Cl.